Dataset: Forward reaction prediction with 1.9M reactions from USPTO patents (1976-2016). Task: Predict the product of the given reaction. (1) Given the reactants [Br:1][C:2]1[C:10]2[O:9][C:8](C(O)=O)([C:11]([OH:13])=[O:12])[O:7][C:6]=2[CH:5]=[C:4]([F:17])[CH:3]=1, predict the reaction product. The product is: [Br:1][C:2]1[C:10]2[O:9][CH:8]([C:11]([OH:13])=[O:12])[O:7][C:6]=2[CH:5]=[C:4]([F:17])[CH:3]=1. (2) Given the reactants Br[C:2]1[CH:3]=[N:4][C:5]2[N:6]([CH:8]=[C:9]([CH2:11][O:12][C:13]3[CH:18]=[CH:17][C:16]([F:19])=[CH:15][CH:14]=3)[N:10]=2)[CH:7]=1.[Cl:20][C:21]1[CH:22]=[N:23][CH:24]=[CH:25][C:26]=1B(O)O, predict the reaction product. The product is: [Cl:20][C:21]1[CH:22]=[N:23][CH:24]=[CH:25][C:26]=1[C:2]1[CH:3]=[N:4][C:5]2[N:6]([CH:8]=[C:9]([CH2:11][O:12][C:13]3[CH:18]=[CH:17][C:16]([F:19])=[CH:15][CH:14]=3)[N:10]=2)[CH:7]=1. (3) Given the reactants F[C:2](F)(F)[C:3]([OH:5])=O.[NH2:8][C@H:9]([C:19]1[C:24]([C:25]2[CH:26]=[C:27]([CH:31]=[CH:32][CH:33]=2)[C:28]([NH2:30])=O)=[CH:23][CH:22]=[CH:21][N:20]=1)[CH2:10][C:11]1[CH:16]=[C:15]([F:17])[CH:14]=[C:13]([F:18])[CH:12]=1.C(C1C=C(C2C([C@@H](NC(=O)OC(C)(C)C)CC3C=C(F)C=C(F)C=3)=NC=CC=2)C=CC=1)(=O)N, predict the reaction product. The product is: [NH2:8][C@H:9]([C:19]1[C:24]([C:25]2[CH:26]=[C:2]3[C:31]([CH:27]=[CH:28][NH:30][C:3]3=[O:5])=[CH:32][CH:33]=2)=[CH:23][CH:22]=[CH:21][N:20]=1)[CH2:10][C:11]1[CH:16]=[C:15]([F:17])[CH:14]=[C:13]([F:18])[CH:12]=1. (4) Given the reactants [Cl:1][C:2]1[S:6][C:5]([C:7]([NH:9][CH:10]2[CH2:15][CH2:14][CH2:13][N:12]([CH2:16][C:17]([OH:19])=O)[CH2:11]2)=[O:8])=[CH:4][CH:3]=1.C(N(C(C)C)C(C)C)C.[NH2:29][C:30]1[CH:35]=[CH:34][C:33]([N:36]2[CH:41]=[CH:40][CH:39]=[CH:38][C:37]2=[O:42])=[CH:32][C:31]=1[F:43].C1N(P(Cl)(N2C(=O)OCC2)=O)C(=O)OC1, predict the reaction product. The product is: [F:43][C:31]1[CH:32]=[C:33]([N:36]2[CH:41]=[CH:40][CH:39]=[CH:38][C:37]2=[O:42])[CH:34]=[CH:35][C:30]=1[NH:29][C:17]([CH2:16][N:12]1[CH2:13][CH2:14][CH2:15][CH:10]([NH:9][C:7]([C:5]2[S:6][C:2]([Cl:1])=[CH:3][CH:4]=2)=[O:8])[CH2:11]1)=[O:19]. (5) Given the reactants CS(C)=O.C(Cl)(=O)C(Cl)=O.[CH3:11][O:12][C:13](=[O:27])[C@@H:14]1[CH2:18][C@@H:17]([OH:19])[CH2:16][N:15]1[C:20]([O:22][C:23]([CH3:26])([CH3:25])[CH3:24])=[O:21].C(N(CC)CC)C, predict the reaction product. The product is: [CH3:11][O:12][C:13]([C@@H:14]1[CH2:18][C:17](=[O:19])[CH2:16][N:15]1[C:20]([O:22][C:23]([CH3:26])([CH3:25])[CH3:24])=[O:21])=[O:27].